From a dataset of Reaction yield outcomes from USPTO patents with 853,638 reactions. Predict the reaction yield, written as a fraction of the theoretical maximum amount of product (1.0 means a 100% yield; for example, 0.34 means a 34% yield). (1) The reactants are CN(C(ON1N=NC2C=CC=NC1=2)=[N+](C)C)C.F[P-](F)(F)(F)(F)F.[F:25][C:26]1[CH:34]=[CH:33][C:29]([C:30]([OH:32])=O)=[CH:28][C:27]=1[CH3:35].CCN(C(C)C)C(C)C.[CH3:45][C@:46]([NH:56][CH3:57])([CH:53]([CH3:55])[CH3:54])[CH2:47][N:48]1[CH2:51][CH:50]([OH:52])[CH2:49]1.[OH-].[K+]. The catalyst is CN(C=O)C.C(Cl)Cl.CO. The product is [F:25][C:26]1[CH:34]=[CH:33][C:29]([C:30]([N:56]([C@@:46]([CH3:45])([CH:53]([CH3:54])[CH3:55])[CH2:47][N:48]2[CH2:49][CH:50]([OH:52])[CH2:51]2)[CH3:57])=[O:32])=[CH:28][C:27]=1[CH3:35]. The yield is 0.00500. (2) The reactants are [OH:1][C:2]1[CH:3]=[C:4]([C:11]2[C:12](=[O:28])[N:13]([CH3:27])[C:14](=[O:26])[C:15]=2[C:16]2[C:24]3[C:19](=[CH:20][CH:21]=[CH:22][CH:23]=3)[N:18]([CH3:25])[CH:17]=2)[C:5]2[O:9][CH:8]=[CH:7][C:6]=2[CH:10]=1.C(=O)([O-])[O-].[K+].[K+].Br[CH2:36][CH2:37][O:38]C1CCCCO1. The catalyst is CN(C)C=O.C(OCC)(=O)C. The product is [OH:38][CH2:37][CH2:36][O:1][C:2]1[CH:3]=[C:4]([C:11]2[C:12](=[O:28])[N:13]([CH3:27])[C:14](=[O:26])[C:15]=2[C:16]2[C:24]3[C:19](=[CH:20][CH:21]=[CH:22][CH:23]=3)[N:18]([CH3:25])[CH:17]=2)[C:5]2[O:9][CH:8]=[CH:7][C:6]=2[CH:10]=1. The yield is 0.670. (3) The reactants are [F:1][C:2]([F:29])([O:7][C:8]1[CH:13]=[CH:12][C:11]([N:14]2[CH:18]=[N:17][C:16]([C:19]3[CH:28]=[CH:27][C:22]([C:23]([O:25]C)=[O:24])=[CH:21][CH:20]=3)=[N:15]2)=[CH:10][CH:9]=1)[C:3]([F:6])([F:5])[F:4].C1COCC1.[OH-].[Li+].Cl. The catalyst is O. The product is [F:29][C:2]([F:1])([O:7][C:8]1[CH:9]=[CH:10][C:11]([N:14]2[CH:18]=[N:17][C:16]([C:19]3[CH:20]=[CH:21][C:22]([C:23]([OH:25])=[O:24])=[CH:27][CH:28]=3)=[N:15]2)=[CH:12][CH:13]=1)[C:3]([F:6])([F:5])[F:4]. The yield is 0.960. (4) The reactants are [CH2:1]([C@H:7]1[C@H:10]([CH2:11][C@H:12]([OH:18])[CH2:13][CH2:14][CH:15]=[CH:16][CH3:17])[O:9][C:8]1=[O:19])[CH2:2][CH2:3][CH2:4][CH2:5][CH3:6].C(N=C=NCCCN(C)C)C.[CH:31]([NH:33][CH2:34][C:35](O)=[O:36])=[O:32]. The catalyst is CN(C)C1C=CN=CC=1.C1(C)C(C)=CC=CC=1. The product is [CH:31]([NH:33][CH2:34][C:35]([O:18][C@H:12]([CH2:13][CH2:14][CH:15]=[CH:16][CH3:17])[CH2:11][C@H:10]1[C@H:7]([CH2:1][CH2:2][CH2:3][CH2:4][CH2:5][CH3:6])[C:8](=[O:19])[O:9]1)=[O:36])=[O:32]. The yield is 0.570. (5) The reactants are [OH:1][CH2:2][C:3]([CH3:33])([CH3:32])[CH2:4][NH:5][C:6]([C:8]1[C:16]2[C:11](=[N:12][CH:13]=[C:14]([N:17]3[CH2:21][CH2:20][C:19]([CH3:23])([CH3:22])[CH2:18]3)[N:15]=2)[N:10](COCC[Si](C)(C)C)[CH:9]=1)=[O:7].Cl.C(=O)(O)[O-].[Na+].C([O-])(=O)C.[Na+]. The catalyst is CO.O. The product is [OH:1][CH2:2][C:3]([CH3:33])([CH3:32])[CH2:4][NH:5][C:6]([C:8]1[C:16]2[C:11](=[N:12][CH:13]=[C:14]([N:17]3[CH2:21][CH2:20][C:19]([CH3:23])([CH3:22])[CH2:18]3)[N:15]=2)[NH:10][CH:9]=1)=[O:7]. The yield is 0.540. (6) The reactants are Cl[C:2]1[N:7]=[C:6]([O:8][CH:9]([CH3:11])[CH3:10])[N:5]=[C:4]([NH:12][C:13]2[CH:18]=[CH:17][C:16]([N:19]3[CH:23]=[C:22]([CH3:24])[N:21]=[CH:20]3)=[C:15]([O:25][CH3:26])[CH:14]=2)[N:3]=1.[OH:27][C:28]1[CH:33]=[CH:32][CH:31]=[CH:30][C:29]=1[C:34]([F:37])([F:36])[F:35]. The catalyst is C(OCC)(=O)C. The product is [CH:9]([O:8][C:6]1[N:7]=[C:2]([O:27][C:28]2[CH:33]=[CH:32][CH:31]=[CH:30][C:29]=2[C:34]([F:35])([F:36])[F:37])[N:3]=[C:4]([NH:12][C:13]2[CH:18]=[CH:17][C:16]([N:19]3[CH:23]=[C:22]([CH3:24])[N:21]=[CH:20]3)=[C:15]([O:25][CH3:26])[CH:14]=2)[N:5]=1)([CH3:11])[CH3:10]. The yield is 0.990. (7) The product is [CH2:31]([O:33][CH2:34][CH2:35][NH:36][C:16]([C:13]1[CH:14]=[C:15]2[C:10](=[CH:11][C:12]=1[O:19][CH3:20])[N:9]=[CH:8][CH:7]=[C:6]2[O:5][C:4]1[CH:21]=[CH:22][C:23]([NH:24][C:25]([NH:27][CH:28]2[CH2:29][CH2:30]2)=[O:26])=[C:2]([Cl:1])[CH:3]=1)=[O:18])[CH3:32]. The yield is 0.879. The catalyst is CN(C)C=O.O.C(OCC)(=O)C. The reactants are [Cl:1][C:2]1[CH:3]=[C:4]([CH:21]=[CH:22][C:23]=1[NH:24][C:25]([NH:27][CH:28]1[CH2:30][CH2:29]1)=[O:26])[O:5][C:6]1[C:15]2[C:10](=[CH:11][C:12]([O:19][CH3:20])=[C:13]([C:16]([OH:18])=O)[CH:14]=2)[N:9]=[CH:8][CH:7]=1.[CH2:31]([O:33][CH2:34][CH2:35][NH2:36])[CH3:32].C(N(CC)CC)C.F[P-](F)(F)(F)(F)F.N1(O[P+](N(C)C)(N(C)C)N(C)C)C2C=CC=CC=2N=N1. (8) The reactants are [Cl:1][C:2]1[CH:7]=[CH:6][C:5]([O:8][C:9]2[CH:14]=[CH:13][C:12]([Cl:15])=[CH:11][CH:10]=2)=[CH:4][C:3]=1[C:16]([OH:26])([CH:23]([CH3:25])[CH3:24])[CH2:17][N:18]1[CH:22]=[N:21][CH:20]=[N:19]1.[H-].[Na+].[CH2:29](Br)[C:30]#[CH:31]. The catalyst is C1COCC1.[Cl-].[Na+].O. The product is [Cl:1][C:2]1[CH:7]=[CH:6][C:5]([O:8][C:9]2[CH:10]=[CH:11][C:12]([Cl:15])=[CH:13][CH:14]=2)=[CH:4][C:3]=1[C:16]([O:26][CH2:31][C:30]#[CH:29])([CH:23]([CH3:24])[CH3:25])[CH2:17][N:18]1[CH:22]=[N:21][CH:20]=[N:19]1. The yield is 0.300. (9) The reactants are [CH3:1][C:2]1[N:6]([CH2:7][CH2:8][C:9]2[CH:14]=[CH:13][CH:12]=[CH:11][CH:10]=2)[N:5]=[CH:4][C:3]=1[C:15]([O:17]C)=[O:16].O.[OH-].[Li+].O1CCCC1.Cl. The catalyst is O.CO. The product is [CH3:1][C:2]1[N:6]([CH2:7][CH2:8][C:9]2[CH:10]=[CH:11][CH:12]=[CH:13][CH:14]=2)[N:5]=[CH:4][C:3]=1[C:15]([OH:17])=[O:16]. The yield is 0.360. (10) The reactants are [Br:1][C:2]1[CH:14]=[C:13]2[C:5]([C:6]3[C:7](=[O:30])[C:8]4[CH:20]=[C:19]([O:21][CH2:22][C@H:23]5[CH2:27][O:26]C(C)(C)[O:24]5)[CH:18]=[CH:17][C:9]=4[C:10]([CH3:16])([CH3:15])[C:11]=3[NH:12]2)=[CH:4][CH:3]=1. The catalyst is CO.C1COCC1.Cl. The product is [Br:1][C:2]1[CH:14]=[C:13]2[C:5]([C:6]3[C:7](=[O:30])[C:8]4[CH:20]=[C:19]([O:21][CH2:22][C@H:23]([OH:24])[CH2:27][OH:26])[CH:18]=[CH:17][C:9]=4[C:10]([CH3:16])([CH3:15])[C:11]=3[NH:12]2)=[CH:4][CH:3]=1. The yield is 0.980.